From a dataset of Full USPTO retrosynthesis dataset with 1.9M reactions from patents (1976-2016). Predict the reactants needed to synthesize the given product. (1) Given the product [CH3:16][N:17](/[CH:19]=[C:8]1\[CH2:7][CH2:6][C:5]2[C:4]([C:12]([O:14][CH3:15])=[O:13])=[CH:3][N:2]([CH3:1])[C:10]=2[C:9]\1=[O:11])[CH3:18], predict the reactants needed to synthesize it. The reactants are: [CH3:1][N:2]1[C:10]2[C:9](=[O:11])[CH2:8][CH2:7][CH2:6][C:5]=2[C:4]([C:12]([O:14][CH3:15])=[O:13])=[CH:3]1.[CH3:16][N:17]([CH:19](N(C)C)N(C)C)[CH3:18]. (2) Given the product [CH3:15][C:10]([O:7][C:6]1[CH:1]=[C:2]([CH3:8])[CH:3]=[CH:4][CH:5]=1)([CH3:16])[C:11]([O:13][CH3:14])=[O:12], predict the reactants needed to synthesize it. The reactants are: [CH:1]1[C:6]([OH:7])=[CH:5][CH:4]=[CH:3][C:2]=1[CH3:8].Br[C:10]([CH3:16])([CH3:15])[C:11]([O:13][CH3:14])=[O:12]. (3) The reactants are: [CH3:13][C:12]([O:11][C:9](O[C:9]([O:11][C:12]([CH3:15])([CH3:14])[CH3:13])=[O:10])=[O:10])([CH3:15])[CH3:14].[CH2:16]([NH:23][CH2:24][CH2:25][OH:26])[C:17]1[CH:22]=[CH:21][CH:20]=[CH:19][CH:18]=1. Given the product [C:12]([O:11][C:9](=[O:10])[N:23]([CH2:16][C:17]1[CH:22]=[CH:21][CH:20]=[CH:19][CH:18]=1)[CH2:24][CH2:25][OH:26])([CH3:13])([CH3:14])[CH3:15], predict the reactants needed to synthesize it.